From a dataset of Reaction yield outcomes from USPTO patents with 853,638 reactions. Predict the reaction yield, written as a fraction of the theoretical maximum amount of product (1.0 means a 100% yield; for example, 0.34 means a 34% yield). (1) The reactants are [OH:1][CH:2]1[CH2:7][CH2:6][N:5]([C:8]2[S:9][CH:10]=[C:11]([CH:13]([N:18]3[CH2:24][CH2:23][CH2:22][N:21]([C:25]4[C:26]([O:35][CH3:36])=[CH:27][CH:28]=[C:29]5[C:34]=4[N:33]=[CH:32][CH:31]=[CH:30]5)[CH2:20][CH2:19]3)[CH2:14][C:15](O)=[O:16])[N:12]=2)[CH2:4][CH2:3]1.[CH3:37][N:38]1[CH2:43][CH2:42][NH:41][CH2:40][CH2:39]1.CCN(CC)CC.CN(C(ON1N=NC2C=CC=NC1=2)=[N+](C)C)C.F[P-](F)(F)(F)(F)F. The catalyst is C(Cl)Cl.CN(C=O)C. The product is [OH:1][CH:2]1[CH2:3][CH2:4][N:5]([C:8]2[S:9][CH:10]=[C:11]([CH:13]([N:18]3[CH2:24][CH2:23][CH2:22][N:21]([C:25]4[C:26]([O:35][CH3:36])=[CH:27][CH:28]=[C:29]5[C:34]=4[N:33]=[CH:32][CH:31]=[CH:30]5)[CH2:20][CH2:19]3)[CH2:14][C:15]([N:41]3[CH2:42][CH2:43][N:38]([CH3:37])[CH2:39][CH2:40]3)=[O:16])[N:12]=2)[CH2:6][CH2:7]1. The yield is 0.340. (2) The reactants are [NH2:1][C:2]1[S:3][C:4]2[CH:10]=[C:9]([O:11][C:12]([F:15])([F:14])[F:13])[CH:8]=[CH:7][C:5]=2[N:6]=1.[ClH:16]. The catalyst is CO. The product is [ClH:16].[NH2:1][C:2]1[S:3][C:4]2[CH:10]=[C:9]([O:11][C:12]([F:15])([F:13])[F:14])[CH:8]=[CH:7][C:5]=2[N:6]=1. The yield is 1.00.